Dataset: Full USPTO retrosynthesis dataset with 1.9M reactions from patents (1976-2016). Task: Predict the reactants needed to synthesize the given product. Given the product [C:28]1([CH3:32])[CH:29]=[CH:30][CH:31]=[C:26]([CH2:4][CH2:3][CH2:2][CH2:1][N:5]2[CH2:9][CH2:8][CH:7]([S:10]([C:13]3[CH:14]=[CH:15][C:16]([OH:19])=[CH:17][CH:18]=3)(=[O:12])=[O:11])[CH2:6]2)[CH:27]=1, predict the reactants needed to synthesize it. The reactants are: [CH2:1]([N:5]1[CH2:9][CH2:8][CH:7]([S:10]([C:13]2[CH:18]=[CH:17][C:16]([OH:19])=[CH:15][CH:14]=2)(=[O:12])=[O:11])[CH2:6]1)[CH2:2][CH:3]=[CH2:4].CN(C=O)C.Br[C:26]1[CH:27]=[C:28]([CH3:32])[CH:29]=[CH:30][CH:31]=1.C([O-])([O-])=O.[K+].[K+].